From a dataset of Catalyst prediction with 721,799 reactions and 888 catalyst types from USPTO. Predict which catalyst facilitates the given reaction. (1) Reactant: [NH2:1][C:2]1[N:7]=[CH:6][N:5]=[C:4]2[NH:8][N:9]=[CH:10][C:3]=12.[H-].[Na+].Br[CH2:14][CH:15]([Cl:18])CC. Product: [Cl:18][CH2:15][CH2:14][N:8]1[C:4]2=[N:5][CH:6]=[N:7][C:2]([NH2:1])=[C:3]2[CH:10]=[N:9]1. The catalyst class is: 3. (2) Reactant: [CH2:1]([NH:8][C:9]([C:11]1[CH:12]=[CH:13][C:14]([NH:17][NH:18][CH:19]=[C:20]([C:25]2[CH:30]=[CH:29][CH:28]=[CH:27][N:26]=2)[C:21](OC)=[O:22])=N[CH:16]=1)=[O:10])[C:2]1[CH:7]=[CH:6][CH:5]=[CH:4][CH:3]=1.[C:31](=O)([O-])[O-].[K+].[K+]. Product: [CH2:1]([NH:8][C:9](=[O:10])[C:11]1[CH:16]=[CH:31][C:14]([N:17]2[C:21]([OH:22])=[C:20]([C:25]3[CH:30]=[CH:29][CH:28]=[CH:27][N:26]=3)[CH:19]=[N:18]2)=[CH:13][CH:12]=1)[C:2]1[CH:3]=[CH:4][CH:5]=[CH:6][CH:7]=1. The catalyst class is: 162. (3) Reactant: [Cl:1][C:2]1[CH:7]=[CH:6][C:5]([C:8]2([OH:16])[CH2:13][CH2:12][NH:11][CH2:10][C:9]2([CH3:15])[CH3:14])=[CH:4][CH:3]=1.[C:17](O)(=[O:20])[CH2:18][CH3:19].[F:22][C:23]1[CH:36]=[CH:35][C:26]([CH2:27][CH:28]2[CH2:34][NH:33][CH2:32][CH2:31][CH2:30][O:29]2)=[CH:25][CH:24]=1.CCN=C=NCCCN(C)C.C1C=CC2N(O)N=NC=2C=1.CCN(C(C)C)C(C)C. Product: [Cl:1][C:2]1[CH:7]=[CH:6][C:5]([C:8]2([OH:16])[CH2:13][CH2:12][N:11]([CH2:19][CH2:18][C:17]([N:33]3[CH2:32][CH2:31][CH2:30][O:29][CH:28]([CH2:27][C:26]4[CH:25]=[CH:24][C:23]([F:22])=[CH:36][CH:35]=4)[CH2:34]3)=[O:20])[CH2:10][C:9]2([CH3:14])[CH3:15])=[CH:4][CH:3]=1. The catalyst class is: 18. (4) Reactant: [CH:1]12[CH2:10][CH:5]3[CH2:6][CH:7]([CH2:9][CH:3]([CH2:4]3)[CH:2]1[NH:11][C:12]([C:14]1[N:19]=[C:18]([N:20]3[CH2:25][CH2:24][N:23]([CH2:26][CH2:27][C:28]([O:30]C)=[O:29])[CH2:22][CH2:21]3)[CH:17]=[CH:16][CH:15]=1)=[O:13])[CH2:8]2.Cl. Product: [CH:1]12[CH2:10][CH:5]3[CH2:6][CH:7]([CH2:9][CH:3]([CH2:4]3)[CH:2]1[NH:11][C:12]([C:14]1[N:19]=[C:18]([N:20]3[CH2:25][CH2:24][N:23]([CH2:26][CH2:27][C:28]([OH:30])=[O:29])[CH2:22][CH2:21]3)[CH:17]=[CH:16][CH:15]=1)=[O:13])[CH2:8]2. The catalyst class is: 5. (5) Reactant: [CH3:1][C:2]1[C:7]2[NH:8][C:9](=O)[O:10][C:11](=[O:12])[C:6]=2[CH:5]=[C:4]([N+:14]([O-:16])=[O:15])[CH:3]=1.C[O-].[Na+].[NH4+].[Cl-]. Product: [CH3:9][O:10][C:11](=[O:12])[C:6]1[CH:5]=[C:4]([N+:14]([O-:16])=[O:15])[CH:3]=[C:2]([CH3:1])[C:7]=1[NH2:8]. The catalyst class is: 5. (6) Reactant: Cl.[CH3:2][O:3][C:4]([C@H:6]1[C@@H:11]([NH2:12])[CH:10]2[CH2:13][CH2:14][CH:7]1[CH2:8][CH2:9]2)=[O:5].C([O-])(=O)C.[Na+].[F:20][C:21]1[CH:28]=[CH:27][C:24]([CH:25]=O)=[CH:23][CH:22]=1.C([BH3-])#N.[Na+].C(=O)(O)[O-].[Na+]. Product: [CH3:2][O:3][C:4]([C@H:6]1[C@@H:11]([NH:12][CH2:25][C:24]2[CH:27]=[CH:28][C:21]([F:20])=[CH:22][CH:23]=2)[CH:10]2[CH2:13][CH2:14][CH:7]1[CH2:8][CH2:9]2)=[O:5]. The catalyst class is: 125.